Task: Predict the product of the given reaction.. Dataset: Forward reaction prediction with 1.9M reactions from USPTO patents (1976-2016) (1) Given the reactants C[O:2][C:3](=[O:24])[C:4]1[CH:9]=[CH:8][CH:7]=[C:6]([NH:10][C:11]([NH:13][C:14]2[CH:19]=[CH:18][C:17]([C:20]([CH3:23])([CH3:22])[CH3:21])=[CH:16][CH:15]=2)=[O:12])[CH:5]=1.[I-].[Li+], predict the reaction product. The product is: [C:20]([C:17]1[CH:16]=[CH:15][C:14]([NH:13][C:11](=[O:12])[NH:10][C:6]2[CH:5]=[C:4]([CH:9]=[CH:8][CH:7]=2)[C:3]([OH:24])=[O:2])=[CH:19][CH:18]=1)([CH3:23])([CH3:21])[CH3:22]. (2) Given the reactants [CH3:1][O:2][C:3]([C:5]1[CH:10]=[C:9]([N:11]2[CH2:16][CH2:15][CH2:14][CH2:13][CH2:12]2)[N:8]=[C:7](Cl)[N:6]=1)=[O:4].[C:18]1([C:27]2[CH:32]=[CH:31][CH:30]=[CH:29][CH:28]=2)[CH:23]=[CH:22][C:21](B(O)O)=[CH:20][CH:19]=1.C(P(C(C)(C)C)C(C)(C)C)(C)(C)C.[F-].[K+], predict the reaction product. The product is: [CH3:1][O:2][C:3]([C:5]1[CH:10]=[C:9]([N:11]2[CH2:16][CH2:15][CH2:14][CH2:13][CH2:12]2)[N:8]=[C:7]([C:30]2[CH:31]=[CH:32][C:27]([C:18]3[CH:23]=[CH:22][CH:21]=[CH:20][CH:19]=3)=[CH:28][CH:29]=2)[N:6]=1)=[O:4].